This data is from Full USPTO retrosynthesis dataset with 1.9M reactions from patents (1976-2016). The task is: Predict the reactants needed to synthesize the given product. (1) Given the product [Br:1][C:2]1[C:6]2=[N:7][C:8]([C:11]([O:13][CH3:15])=[O:12])=[CH:9][CH:10]=[C:5]2[S:4][CH:3]=1, predict the reactants needed to synthesize it. The reactants are: [Br:1][C:2]1[C:6]2=[N:7][C:8]([C:11]([OH:13])=[O:12])=[CH:9][CH:10]=[C:5]2[S:4][CH:3]=1.S1C2C(=NC(C(OC)=O)=CC=2)C=[CH:15]1.BrBr.CCOC(C)=O. (2) Given the product [Cl:43][C:41]1[CH:40]=[CH:39][C:38]([F:44])=[C:37]([C:35]([CH:32]2[CH2:33][CH2:34][N:29]([C:19]3[N:18]=[C:17]4[CH2:16][NH:15][CH2:24][CH2:23][C:22]4=[N:21][C:20]=3[NH:25][CH:26]([CH3:27])[CH3:28])[CH2:30][CH2:31]2)=[O:36])[CH:42]=1.[C:2]([OH:3])([C:4]([F:7])([F:6])[F:5])=[O:1], predict the reactants needed to synthesize it. The reactants are: [OH:1][C:2]([C:4]([F:7])([F:6])[F:5])=[O:3].C([N:15]1[CH2:24][CH2:23][C:22]2[C:17](=[N:18][C:19]([N:29]3[CH2:34][CH2:33][CH:32]([C:35]([C:37]4[CH:42]=[C:41]([Cl:43])[CH:40]=[CH:39][C:38]=4[F:44])=[O:36])[CH2:31][CH2:30]3)=[C:20]([NH:25][CH:26]([CH3:28])[CH3:27])[N:21]=2)[CH2:16]1)C1C=CC=CC=1.